This data is from Forward reaction prediction with 1.9M reactions from USPTO patents (1976-2016). The task is: Predict the product of the given reaction. Given the reactants Br[C:2]1[C:3](=[O:17])[C:4]([CH3:16])([CH3:15])[O:5][C:6]=1[C:7]1[CH:12]=[CH:11][C:10]([O:13][CH3:14])=[CH:9][CH:8]=1.CC1(C)C(C)(C)OB([C:26]2[CH:43]=[CH:42][C:29]([O:30][CH2:31][C:32]3[CH:41]=[CH:40][C:39]4[C:34](=[CH:35][CH:36]=[CH:37][CH:38]=4)[N:33]=3)=[CH:28][CH:27]=2)O1.C([O-])([O-])=O.[Cs+].[Cs+], predict the reaction product. The product is: [CH3:14][O:13][C:10]1[CH:11]=[CH:12][C:7]([C:6]2[O:5][C:4]([CH3:16])([CH3:15])[C:3](=[O:17])[C:2]=2[C:26]2[CH:27]=[CH:28][C:29]([O:30][CH2:31][C:32]3[CH:41]=[CH:40][C:39]4[C:34](=[CH:35][CH:36]=[CH:37][CH:38]=4)[N:33]=3)=[CH:42][CH:43]=2)=[CH:8][CH:9]=1.